This data is from Reaction yield outcomes from USPTO patents with 853,638 reactions. The task is: Predict the reaction yield, written as a fraction of the theoretical maximum amount of product (1.0 means a 100% yield; for example, 0.34 means a 34% yield). (1) The reactants are [C:1]([O:5][C:6]([N:8]1[C:12]2[CH:13]=[CH:14][C:15]([C:17]#[N:18])=[CH:16][C:11]=2[NH:10][C:9]1=[O:19])=[O:7])([CH3:4])([CH3:3])[CH3:2].[H-].[Na+].[C:22]([O:26][C:27](=[O:36])[CH:28](Br)[C:29]1[CH:34]=[CH:33][CH:32]=[CH:31][CH:30]=1)([CH3:25])([CH3:24])[CH3:23]. The catalyst is CN(C=O)C.C(OCC)(=O)C. The product is [C:1]([O:5][C:6]([N:8]1[C:12]2[CH:13]=[CH:14][C:15]([C:17]#[N:18])=[CH:16][C:11]=2[N:10]([CH:28]([C:27]([O:26][C:22]([CH3:25])([CH3:24])[CH3:23])=[O:36])[C:29]2[CH:34]=[CH:33][CH:32]=[CH:31][CH:30]=2)[C:9]1=[O:19])=[O:7])([CH3:4])([CH3:2])[CH3:3]. The yield is 0.780. (2) The product is [Cl:12][C:13]1[C:18]([NH:19][C:7](=[O:8])[C:6]2[CH:10]=[CH:11][C:3]([O:2][CH3:1])=[CH:4][CH:5]=2)=[CH:17][CH:16]=[C:15]([Cl:20])[N:14]=1. The yield is 0.950. The reactants are [CH3:1][O:2][C:3]1[CH:11]=[CH:10][C:6]([C:7](Cl)=[O:8])=[CH:5][CH:4]=1.[Cl:12][C:13]1[C:18]([NH2:19])=[CH:17][CH:16]=[C:15]([Cl:20])[N:14]=1. The catalyst is N1C=CC=CC=1. (3) The reactants are C(Cl)(=O)C(Cl)=O.[O:7]=[C:8]([C:12]1[S:13][CH:14]=[CH:15][CH:16]=1)[C:9]([OH:11])=[O:10].[N:17]12[CH2:24][CH2:23][CH:20]([CH2:21][CH2:22]1)[C@@H:19](O)[CH2:18]2. The catalyst is CN(C)C=O.C(Cl)(Cl)Cl. The product is [N:17]12[CH2:24][CH2:23][CH:20]([CH2:21][CH2:22]1)[C@@H:19]([O:10][C:9](=[O:11])[C:8](=[O:7])[C:12]1[S:13][CH:14]=[CH:15][CH:16]=1)[CH2:18]2. The yield is 0.926.